The task is: Predict which catalyst facilitates the given reaction.. This data is from Catalyst prediction with 721,799 reactions and 888 catalyst types from USPTO. (1) Reactant: [CH3:1][CH:2]([CH3:15])[CH2:3][CH2:4][NH:5][C:6]([C:8]1[N:9]=[N:10][C:11](Cl)=[CH:12][CH:13]=1)=[O:7].C(OC(=O)[NH:22][CH:23]1[CH2:28][CH2:27][NH:26][CH2:25][CH2:24]1)(C)(C)C.N12CCCN=C1CCCCC2. Product: [CH3:1][CH:2]([CH3:15])[CH2:3][CH2:4][NH:5][C:6]([C:8]1[N:9]=[N:10][C:11]([N:26]2[CH2:27][CH2:28][CH:23]([NH2:22])[CH2:24][CH2:25]2)=[CH:12][CH:13]=1)=[O:7]. The catalyst class is: 589. (2) Reactant: C[O:2][C:3](=[O:32])[CH2:4][O:5][C:6]1[CH:15]=[CH:14][C:13]([F:16])=[C:12]2[C:7]=1[C:8]([O:28][CH:29]([F:31])[F:30])=[C:9]([CH2:19][C:20]1[CH:25]=[CH:24][C:23]([Cl:26])=[CH:22][C:21]=1[F:27])[C:10]([CH2:17][CH3:18])=[N:11]2.[OH-].[Li+]. Product: [Cl:26][C:23]1[CH:24]=[CH:25][C:20]([CH2:19][C:9]2[C:10]([CH2:17][CH3:18])=[N:11][C:12]3[C:7]([C:8]=2[O:28][CH:29]([F:30])[F:31])=[C:6]([O:5][CH2:4][C:3]([OH:32])=[O:2])[CH:15]=[CH:14][C:13]=3[F:16])=[C:21]([F:27])[CH:22]=1. The catalyst class is: 7.